Dataset: Catalyst prediction with 721,799 reactions and 888 catalyst types from USPTO. Task: Predict which catalyst facilitates the given reaction. (1) Reactant: CN1CCCC1=O.[Cl:8][C:9]1[CH:16]=[CH:15][CH:14]=[C:13](F)[C:10]=1[CH:11]=[O:12].C(N(CC)C(C)C)(C)C.[C:27]([N:34]1[CH2:39][CH2:38][NH:37][CH2:36][CH2:35]1)([O:29][C:30]([CH3:33])([CH3:32])[CH3:31])=[O:28]. Product: [Cl:8][C:9]1[C:10]([CH:11]=[O:12])=[C:13]([N:37]2[CH2:36][CH2:35][N:34]([C:27]([O:29][C:30]([CH3:33])([CH3:32])[CH3:31])=[O:28])[CH2:39][CH2:38]2)[CH:14]=[CH:15][CH:16]=1. The catalyst class is: 283. (2) Reactant: [C:1]([O:5][CH2:6][C:7]1[CH:12]=[C:11](Cl)[N:10]=[N:9][C:8]=1[O:14][CH3:15])([CH3:4])([CH3:3])[CH3:2].[C:16]([O:19][CH2:20]C)(=[O:18])C.O. Product: [CH3:20][O:19][C:16]([C:11]1[N:10]=[N:9][C:8]([O:14][CH3:15])=[C:7]([CH2:6][O:5][C:1]([CH3:4])([CH3:3])[CH3:2])[CH:12]=1)=[O:18]. The catalyst class is: 5. (3) Reactant: C(OC(=O)[NH:7][C:8]1[CH:13]=[CH:12][N:11]2[CH:14]=[C:15]([C:17]3[C:18]([C:23]4[CH:28]=[CH:27][CH:26]=[CH:25][CH:24]=4)=[N:19][O:20][C:21]=3[CH3:22])[N:16]=[C:10]2[CH:9]=1)(C)(C)C. Product: [CH3:22][C:21]1[O:20][N:19]=[C:18]([C:23]2[CH:24]=[CH:25][CH:26]=[CH:27][CH:28]=2)[C:17]=1[C:15]1[N:16]=[C:10]2[CH:9]=[C:8]([NH2:7])[CH:13]=[CH:12][N:11]2[CH:14]=1. The catalyst class is: 33. (4) Reactant: [O:1]1[C:5]2([CH2:10][CH2:9][CH:8]([OH:11])[CH2:7][CH2:6]2)[O:4][CH2:3][CH2:2]1.[H-].[Na+].Br[CH2:15][CH2:16][CH3:17].CO. Product: [CH2:15]([O:11][CH:8]1[CH2:9][CH2:10][C:5]2([O:4][CH2:3][CH2:2][O:1]2)[CH2:6][CH2:7]1)[CH2:16][CH3:17]. The catalyst class is: 60. (5) Reactant: [I-].C[P+]([C:16]1[CH:21]=[CH:20][CH:19]=[CH:18][CH:17]=1)([C:16]1[CH:21]=[CH:20][CH:19]=[CH:18][CH:17]=1)[C:16]1[CH:21]=[CH:20][CH:19]=[CH:18][CH:17]=1.CC(C)([O-])C.[K+].[Br:28][C:29]1[CH:30]=[C:31]([C:35]([C:37]2C=CC=CC=2)=O)[CH:32]=[CH:33][CH:34]=1.O. Product: [Br:28][C:29]1[CH:34]=[CH:33][CH:32]=[C:31]([C:35]([C:16]2[CH:17]=[CH:18][CH:19]=[CH:20][CH:21]=2)=[CH2:37])[CH:30]=1. The catalyst class is: 7. (6) Reactant: [C:1]([O:5][C:6]([N:8]1[CH2:13][CH2:12][NH:11][C:10](=[O:14])[CH2:9]1)=[O:7])([CH3:4])([CH3:3])[CH3:2].[H-].[Na+].[CH3:17][S:18]([O:21][C:22]1[CH:27]=[CH:26][C:25]([Cl:28])=[C:24]([CH2:29]Br)[CH:23]=1)(=[O:20])=[O:19].CCOC(C)=O. Product: [C:1]([O:5][C:6]([N:8]1[CH2:13][CH2:12][N:11]([CH2:29][C:24]2[CH:23]=[C:22]([O:21][S:18]([CH3:17])(=[O:20])=[O:19])[CH:27]=[CH:26][C:25]=2[Cl:28])[C:10](=[O:14])[CH2:9]1)=[O:7])([CH3:4])([CH3:2])[CH3:3]. The catalyst class is: 3. (7) Reactant: Cl.CN(C)CCCN=C=NCC.[C:13]1([S:23]([NH2:26])(=[O:25])=[O:24])[C:14]([S:19]([NH2:22])(=[O:21])=[O:20])=[CH:15][CH:16]=[CH:17][CH:18]=1.[Cl:27][C:28]1[C:36]([F:37])=[CH:35][C:31]([C:32](O)=[O:33])=[CH:30][N:29]=1.O. Product: [Cl:27][C:28]1[C:36]([F:37])=[CH:35][C:31]([C:32]([NH:22][S:19]([C:14]2[CH:15]=[CH:16][CH:17]=[CH:18][C:13]=2[S:23](=[O:25])(=[O:24])[NH2:26])(=[O:21])=[O:20])=[O:33])=[CH:30][N:29]=1. The catalyst class is: 468. (8) Reactant: Cl.[NH2:2][CH2:3][CH2:4][C:5]([O:7][CH:8]([CH3:10])C)=[O:6].[C:11](#[N:14])[CH:12]=[CH2:13].[OH-].[Na+].OS(O)(=O)=O.C([O-])(O)=O.[Na+]. Product: [C:11]([CH2:12][CH2:13][NH:2][CH2:3][CH2:4][C:5]([O:7][CH2:8][CH3:10])=[O:6])#[N:14]. The catalyst class is: 14. (9) Reactant: C(=O)([O-])[O-].[K+].[K+].[CH:7](I)([CH3:9])[CH3:8].[OH:11][C:12]1[CH:21]=[CH:20][C:15]2[S:16][C:17](=[O:19])[O:18][C:14]=2[CH:13]=1.O. Product: [CH:7]([O:11][C:12]1[CH:21]=[CH:20][C:15]2[S:16][C:17](=[O:19])[O:18][C:14]=2[CH:13]=1)([CH3:9])[CH3:8]. The catalyst class is: 9. (10) Reactant: [C:1]([O:4][C:5]1[C:14]2[C:9](=[CH:10][CH:11]=[CH:12][CH:13]=2)[C:8]([O:15]C(=O)C)=[CH:7][C:6]=1[CH3:19])(=[O:3])[CH3:2].C(=O)([O-])[O-].[K+].[K+].O.Cl. Product: [C:1]([O:4][C:5]1[C:14]2[C:9](=[CH:10][CH:11]=[CH:12][CH:13]=2)[C:8]([OH:15])=[CH:7][C:6]=1[CH3:19])(=[O:3])[CH3:2]. The catalyst class is: 5.